This data is from Reaction yield outcomes from USPTO patents with 853,638 reactions. The task is: Predict the reaction yield, written as a fraction of the theoretical maximum amount of product (1.0 means a 100% yield; for example, 0.34 means a 34% yield). (1) The reactants are [I:1][C:2]1[CH:10]=[CH:9][C:5]([C:6](Cl)=[O:7])=[CH:4][CH:3]=1.[N+:11]([CH2:13][C:14]([O:16][CH2:17][CH3:18])=[O:15])#[C-:12]. The catalyst is C1COCC1. The product is [CH2:17]([O:16][C:14]([C:13]1[N:11]=[CH:12][O:7][C:6]=1[C:5]1[CH:9]=[CH:10][C:2]([I:1])=[CH:3][CH:4]=1)=[O:15])[CH3:18]. The yield is 0.617. (2) The reactants are C1(N)C(F)=C(F)C(F)=C(N)C=1F.Cl.Cl.[NH:15]1[C:23]2[C:18](=[CH:19][CH:20]=[CH:21][CH:22]=2)[C:17](/[CH:24]=[CH:25]/[C:26]2[CH:39]=[CH:38][C:29]([C:30]([N:32]3[CH2:37][CH2:36][NH:35][CH2:34][CH2:33]3)=[O:31])=[CH:28][CH:27]=2)=[N:16]1.CN1CCOCC1.Cl.C(N=C=NCCCN(C)C)C.O.ON1C2C=CC=CC=2N=N1.[C:70]([N:73]([CH2:75][C:76](O)=[O:77])[CH3:74])(=[O:72])[CH3:71]. No catalyst specified. The product is [C:70]([N:73]([CH2:75][C:76]([N:35]1[CH2:36][CH2:37][N:32]([C:30](=[O:31])[C:29]2[CH:28]=[CH:27][C:26](/[CH:25]=[CH:24]/[C:17]3[C:18]4[C:23](=[CH:22][CH:21]=[CH:20][CH:19]=4)[NH:15][N:16]=3)=[CH:39][CH:38]=2)[CH2:33][CH2:34]1)=[O:77])[CH3:74])(=[O:72])[CH3:71]. The yield is 0.250. (3) The reactants are [F:1][C:2]1[CH:3]=[C:4]([N:14]2[CH2:18][CH2:17][N:16]([C:19]3[CH:20]=[N:21][CH:22]=[CH:23][C:24]=3[CH3:25])[C:15]2=[O:26])[CH:5]=[CH:6][C:7]=1[CH:8]([OH:13])[C:9]([F:12])([F:11])[F:10].CO. The catalyst is C(Cl)Cl.O=[Mn]=O. The product is [F:1][C:2]1[CH:3]=[C:4]([N:14]2[CH2:18][CH2:17][N:16]([C:19]3[CH:20]=[N:21][CH:22]=[CH:23][C:24]=3[CH3:25])[C:15]2=[O:26])[CH:5]=[CH:6][C:7]=1[C:8](=[O:13])[C:9]([F:12])([F:10])[F:11]. The yield is 0.745.